This data is from Drug-target binding data from BindingDB using IC50 measurements. The task is: Regression. Given a target protein amino acid sequence and a drug SMILES string, predict the binding affinity score between them. We predict pIC50 (pIC50 = -log10(IC50 in M); higher means more potent). Dataset: bindingdb_ic50. (1) The drug is O=C(O)[C@@]1(N(CCc2ccncc2)S(=O)(=O)c2ccc(-c3ccc(Cl)cc3)cc2)C[C@H]1c1ccccc1. The target protein sequence is SISRARQVELLLVADASMARLYGRGLQHYLLTLASIANRLYSHASIENHIRLAVVKVVVLGDKDKSLEVSKNAATTLKNFCKWQHQHNQLGDDHEEHYDAAILFTREDLCGHHSCDTLGMADVGTICSPERSCAVIEDDGLHAAFTVAHEIGHLLGLSHDDSKFCEETFGSTEDKRLMSSILTSIDASKPWSKCTSATITEFLDDGHGNCLLDLPRKQILGPEELPGQTYDATQQCNLTFGPEYSVCPGMDVCARLWCAVVRQGQMVCLTKKLPAVEGTPCGKGRICLQGKCVDKTKKKYYSTSSHGNWGSWGSWGQCSRSCGGGVQFAYRHCNNPAPRNNGRYCTGKRAIYRSCSLMPCPPNGKSFRHEQCEAKNGYQSDAKGVKTFVEWVPKYAGVLPADVCKLTCRAKGTGYYVVFSPKVTDGTECRPYSNSVCVRGKCVRTGCDGIIGSKLQYDKCGVCGGDNSSCTKIVGTFNKKSKGYTDVVRIPEGATHIKVR.... The pIC50 is 6.1. (2) The target protein (Q3V1D3) has sequence MPLFKLTGQGKQIDDAMRSFAEKVFASEVKDEGGRHEISPFDVDEICPISLHEMQAHIFHMENLSMDGRRKRRFQGRKTVNLSIPQSETSSTKLSHIEEFISSSPTYESVPDFQRVQITGDYASGVTVEDFEVVCKGLYRALCIREKYMQKSFQRFPKTPSKYLRNIDGEALVGNESFYPVFTPPPKKGEDPFRTEDLPANLGYHLKMKAGVIYIYPDEAAANRDEPKPYPYPNLDDFLDDMNFLLALIAQGPVKTYAHRRLKFLSSKFQVHQMLNEMDELKELKNNPHRDFYNCRKVDTHIHAAACMNQKHLLRFIKKSYHIDADRVVYSTKEKSLTLKELFAKLNMHPYDLTVDSLDVHAGRQTFQRFDKFNDKYNPVGASELRDLYLKTDNYINGEYFATIIKEVGADLVEAKYQHAEPRLSIYGRSPDEWNKLSSWFVCNRIYCPNMTWMIQVPRIYDVFRSKNFLPHFGKMLENIFLPVFEATINPQAHPDLSVF.... The compound is C[C@H](NCc1ccc(-c2ccc(C(=O)O)cn2)cc1)c1cccc2ccncc12. The pIC50 is 7.6. (3) The drug is CC(C)(C)c1ccc(C(=O)N2CCC3(CC2)C(=O)N(CC(=O)N2CCCCC2)CN3c2ccccc2)cc1. The target protein sequence is MAEAGLRGWLLWALLLHLAQSEPYTPIHQPGYCAFYDECGKNPELSGGLMTLSNVSCLSNTPARNITGDHLILLQRICPRLYTGPNTQACCSAKQLVSLEASLSITKALLTRCPACSDNFVSLHCHNTCSPNQSLFINVTRVAQLGAGQLPAVVAYEAFYQHSFAEQSYDSCSRVHIPAAATLAVGSMCGVYGSALCNAQRWLNFQGDTGNGLAPLDITFHLLEPGQAVGSGIQPLNEGVARCNESQGDDAVACSCQDCAASCPAIAHPQALDSTFRLGRMPGGLVLIIILCSVFTVVAILLVGLRVAPTRDKSKTVDPKKGTSLSDKLSFSTHTLLGQFFQGWGTWVASWPLTILVLSVIPVVVLAAGLVFTELTTDPVELWSAPNSQARSEKAFHDQHFGPFFRTNQVILTAPNRSSYRYDSLLLGPKNFSGILDLDLLLELLELQERLRHLQVWSPEAQRNISLQHICYAPLNPDNTSLSDCCINSLLQYFQNNRTL.... The pIC50 is 4.1. (4) The compound is CCCCOc1cc(OCCCN(CC)CC)ccc1NC(=O)c1cc(-c2ccc(OC3CCCCC3)cc2)nn1C. The target protein (Q15109) has sequence MAAGTAVGAWVLVLSLWGAVVGAQNITARIGEPLVLKCKGAPKKPPQRLEWKLNTGRTEAWKVLSPQGGGPWDSVARVLPNGSLFLPAVGIQDEGIFRCQAMNRNGKETKSNYRVRVYQIPGKPEIVDSASELTAGVPNKVGTCVSEGSYPAGTLSWHLDGKPLVPNEKGVSVKEQTRRHPETGLFTLQSELMVTPARGGDPRPTFSCSFSPGLPRHRALRTAPIQPRVWEPVPLEEVQLVVEPEGGAVAPGGTVTLTCEVPAQPSPQIHWMKDGVPLPLPPSPVLILPEIGPQDQGTYSCVATHSSHGPQESRAVSISIIEPGEEGPTAGSVGGSGLGTLALALGILGGLGTAALLIGVILWQRRQRRGEERKAPENQEEEEERAELNQSEEPEAGESSTGGP. The pIC50 is 5.6. (5) The target protein (P15735) has sequence MTLDVGPEDELPDWAAAKEFYQKYDPKDVIGRGVSSVVRRCVHRATGHEFAVKIMEVTAERLSPEQLEEVREATRRETHILRQVAGHPHIITLIDSYESSSFMFLVFDLMRKGELFDYLTEKVALSEKETRSIMRSLLEAVSFLHANNIVHRDLKPENILLDDNMQIRLSDFGFSCHLEPGEKLRELCGTPGYLAPEILKCSMDETHPGYGKEVDLWACGVILFTLLAGSPPFWHRRQILMLRMIMEGQYQFSSPEWDDRSSTVKDLISRLLQVDPEARLTAEQALQHPFFERCEGSQPWNLTPRQRFRVAVWTVLAAGRVALSTHRVRPLTKNALLRDPYALRSVRHLIDNCAFRLYGHWVKKGEQQNRAALFQHRPPGPFPIMGPEEEGDSAAITEDEAVLVLG. The small molecule is Cn1cc(-c2nc(N[C@@H]3CCCC[C@@H]3N)c(F)c3c2C(=O)NC3)cn1. The pIC50 is 6.7. (6) The small molecule is COc1ccc(C2(C3CCCCC3)NC(=N)N(C3CCOCC3)C2=O)cc1. The target protein (P46925) has sequence MDITVREHDFKHGFIKSNSTFDGLNIDNSKNKKKIQKGFQILYVLLFCSVMCGLFYYVYENVWLQRDNEMNEILKNSEHLTIGFKVENAHDRILKTIKTHKLKNYIKESVNFLNSGLTKTNYLGSSNDNIELVDFQNIMFYGDAEVGDNQQPFTFILDTGSANLWVPSVKCTTAGCLTKHLYDSSKSRTYEKDGTKVEMNYVSGTVSGFFSKDLVTVGNLSLPYKFIEVIDTNGFEPTYTASTFDGILGLGWKDLSIGSVDPIVVELKNQNKIENALFTFYLPVHDKHTGFLTIGGIEERFYEGPLTYEKLNHDLYWQITLDAHVGNIMLEKANCIVDSGTSAITVPTDFLNKMLQNLDVIKVPFLPFYVTLCNNSKLPTFEFTSENGKYTLEPEYYLQHIEDVGPGLCMLNIIGLDFPVPTFILGDPFMRKYFTVFDYDNHSVGIALAKKNL. The pIC50 is 7.2.